Task: Predict the reactants needed to synthesize the given product.. Dataset: Full USPTO retrosynthesis dataset with 1.9M reactions from patents (1976-2016) (1) Given the product [Cl:25][C:26]1[CH:34]=[CH:33][C:29]([C:30]([NH:1][C:2]2[CH:3]=[C:4]([O:5][C:6]3[CH:7]=[CH:8][C:9]4[N:10]([CH:12]=[C:13]([NH:15][C:16]([CH:18]5[CH2:20][CH2:19]5)=[O:17])[N:14]=4)[N:11]=3)[CH:21]=[CH:22][C:23]=2[CH3:24])=[O:31])=[CH:28][C:27]=1[C:35]([F:36])([F:37])[F:38], predict the reactants needed to synthesize it. The reactants are: [NH2:1][C:2]1[CH:3]=[C:4]([CH:21]=[CH:22][C:23]=1[CH3:24])[O:5][C:6]1[CH:7]=[CH:8][C:9]2[N:10]([CH:12]=[C:13]([NH:15][C:16]([CH:18]3[CH2:20][CH2:19]3)=[O:17])[N:14]=2)[N:11]=1.[Cl:25][C:26]1[CH:34]=[CH:33][C:29]([C:30](O)=[O:31])=[CH:28][C:27]=1[C:35]([F:38])([F:37])[F:36].Cl.CN(C)CCCN=C=NCC.ON1C2C=CC=CC=2N=N1. (2) Given the product [CH2:1]([O:3][C:4]([N:6]1[CH2:7][CH2:8][N:9]([C:23](=[O:25])[C@@H:13]([NH:12][C:26]([O:28][CH2:29][C:30]2[CH:35]=[CH:34][CH:33]=[CH:32][CH:31]=2)=[O:27])[CH2:14][CH2:15][C:16]([O:17][C:18]([CH3:19])([CH3:20])[CH3:21])=[O:22])[CH:10]([CH2:39][CH3:40])[CH2:11]1)=[O:5])[CH3:2], predict the reactants needed to synthesize it. The reactants are: [CH2:1]([O:3][C:4]([N:6]1[CH2:11][CH2:10][NH:9][CH2:8][CH2:7]1)=[O:5])[CH3:2].[NH:12]([C:26]([O:28][CH2:29][C:30]1[CH:35]=[CH:34][CH:33]=[CH:32][CH:31]=1)=[O:27])[C@H:13]([C:23]([OH:25])=O)[CH2:14][CH2:15][C:16](=[O:22])[O:17][C:18]([CH3:21])([CH3:20])[CH3:19].C(Cl)Cl.[CH2:39]1COC[CH2:40]1. (3) The reactants are: [CH3:1][C:2]1[C:6]([CH2:7][O:8][C:9]2[CH:14]=[CH:13][C:12]([C:15]([CH3:20])([CH3:19])[C:16]([OH:18])=O)=[CH:11][CH:10]=2)=[C:5]([CH3:21])[O:4][N:3]=1.C(Cl)CCl.Cl.[Cl:27][C:28]1[CH:33]=[CH:32][C:31]([CH:34]([C:36]2[CH:41]=[CH:40][CH:39]=[CH:38][CH:37]=2)[NH2:35])=[CH:30][CH:29]=1.C1C=CC2N(O)N=NC=2C=1.C(N(CC)CC)C. Given the product [Cl:27][C:28]1[CH:29]=[CH:30][C:31]([CH:34]([C:36]2[CH:37]=[CH:38][CH:39]=[CH:40][CH:41]=2)[NH:35][C:16](=[O:18])[C:15]([C:12]2[CH:11]=[CH:10][C:9]([O:8][CH2:7][C:6]3[C:2]([CH3:1])=[N:3][O:4][C:5]=3[CH3:21])=[CH:14][CH:13]=2)([CH3:20])[CH3:19])=[CH:32][CH:33]=1, predict the reactants needed to synthesize it. (4) Given the product [CH2:16]([O:18][C:19](=[O:36])[C@H:20]([CH2:28][C:29]1[CH:34]=[CH:33][CH:32]=[C:31]([O:6][S:7]([C:10]([F:11])([F:12])[F:13])(=[O:8])=[O:9])[CH:30]=1)[NH:21][C:22](=[O:27])[C:23]([F:24])([F:25])[F:26])[CH3:17], predict the reactants needed to synthesize it. The reactants are: FC(F)(F)S([O:6][S:7]([C:10]([F:13])([F:12])[F:11])(=[O:9])=[O:8])(=O)=O.[CH2:16]([O:18][C:19](=[O:36])[C@H:20]([CH2:28][C:29]1[CH:34]=[CH:33][CH:32]=[C:31](O)[CH:30]=1)[NH:21][C:22](=[O:27])[C:23]([F:26])([F:25])[F:24])[CH3:17]. (5) The reactants are: [F:1][C:2]([F:9])([F:8])/[CH:3]=[CH:4]/[C:5](O)=[O:6].C(Cl)(=O)C(Cl)=O.FC(F)(F)S(O)(=O)=O.[NH2:24][CH2:25][CH2:26][NH:27][C:28]1[C:33]([C:34]([NH2:36])=[O:35])=[CH:32][N:31]=[C:30]2[N:37]([CH3:41])[N:38]=[C:39]([CH3:40])[C:29]=12.C(N(C(C)C)CC)(C)C. Given the product [CH3:41][N:37]1[C:30]2=[N:31][CH:32]=[C:33]([C:34]([NH2:36])=[O:35])[C:28]([NH:27][CH2:26][CH2:25][NH:24][C:5](=[O:6])/[CH:4]=[CH:3]/[C:2]([F:9])([F:8])[F:1])=[C:29]2[C:39]([CH3:40])=[N:38]1, predict the reactants needed to synthesize it. (6) Given the product [NH2:8][CH2:9][C:10]([NH:12][C:13]1[CH:18]=[C:17]([C:19]2[S:41][C:22]3=[N:23][C:24]([N:28]4[CH2:33][CH2:32][NH:31][CH2:30][CH2:29]4)=[CH:25][C:26](=[O:27])[N:21]3[N:20]=2)[CH:16]=[CH:15][N:14]=1)=[O:11], predict the reactants needed to synthesize it. The reactants are: C(OC([NH:8][CH2:9][C:10]([NH:12][C:13]1[CH:18]=[C:17]([C:19]2[S:41][C:22]3=[N:23][C:24]([N:28]4[CH2:33][CH2:32][N:31](C(OC(C)(C)C)=O)[CH2:30][CH2:29]4)=[CH:25][C:26](=[O:27])[N:21]3[N:20]=2)[CH:16]=[CH:15][N:14]=1)=[O:11])=O)(C)(C)C.C(O)(C(F)(F)F)=O.